This data is from NCI-60 drug combinations with 297,098 pairs across 59 cell lines. The task is: Regression. Given two drug SMILES strings and cell line genomic features, predict the synergy score measuring deviation from expected non-interaction effect. (1) Drug 2: CC(C1=C(C=CC(=C1Cl)F)Cl)OC2=C(N=CC(=C2)C3=CN(N=C3)C4CCNCC4)N. Synergy scores: CSS=25.3, Synergy_ZIP=-3.32, Synergy_Bliss=-5.60, Synergy_Loewe=-4.05, Synergy_HSA=-3.58. Drug 1: C1=C(C(=O)NC(=O)N1)F. Cell line: UO-31. (2) Drug 1: CN1CCC(CC1)COC2=C(C=C3C(=C2)N=CN=C3NC4=C(C=C(C=C4)Br)F)OC. Drug 2: CC1CCC2CC(C(=CC=CC=CC(CC(C(=O)C(C(C(=CC(C(=O)CC(OC(=O)C3CCCCN3C(=O)C(=O)C1(O2)O)C(C)CC4CCC(C(C4)OC)O)C)C)O)OC)C)C)C)OC. Cell line: HCT116. Synergy scores: CSS=25.6, Synergy_ZIP=3.68, Synergy_Bliss=5.22, Synergy_Loewe=-8.84, Synergy_HSA=5.60.